From a dataset of Catalyst prediction with 721,799 reactions and 888 catalyst types from USPTO. Predict which catalyst facilitates the given reaction. (1) Reactant: [CH2:1]([O:8][C:9]([NH:11][C@H:12]1[CH2:15][C@@H:14]([C:16]([OH:18])=O)[C:13]1([CH3:20])[CH3:19])=[O:10])[C:2]1[CH:7]=[CH:6][CH:5]=[CH:4][CH:3]=1.[CH:21]1[CH:22]=[CH:23]C2N(O)N=[N:27][C:25]=2[CH:26]=1.N1CCCCC1.CCN(CC)CC. Product: [CH3:19][C:13]1([CH3:20])[C@H:14]([C:16]([N:27]2[CH2:23][CH2:22][CH2:21][CH2:26][CH2:25]2)=[O:18])[CH2:15][C@@H:12]1[NH:11][C:9](=[O:10])[O:8][CH2:1][C:2]1[CH:3]=[CH:4][CH:5]=[CH:6][CH:7]=1. The catalyst class is: 2. (2) Reactant: [OH:1][CH2:2][C@H:3]1[O:7][C:6]([CH3:9])([CH3:8])[N:5]([C:10]([O:12][C:13]([CH3:16])([CH3:15])[CH3:14])=[O:11])[C@H:4]1[CH2:17][C:18]1[CH:23]=[CH:22][N:21]=[C:20]([O:24]C)[CH:19]=1.[CH3:26]I. Product: [OH:1][CH2:2][C@H:3]1[O:7][C:6]([CH3:9])([CH3:8])[N:5]([C:10]([O:12][C:13]([CH3:14])([CH3:15])[CH3:16])=[O:11])[C@H:4]1[CH2:17][C:18]1[CH:23]=[CH:22][N:21]([CH3:26])[C:20](=[O:24])[CH:19]=1. The catalyst class is: 5. (3) Reactant: [Cl:1][C:2]1[CH:7]=[CH:6][CH:5]=[C:4]([Cl:8])[C:3]=1[OH:9].O[CH2:11][CH2:12][C@H:13]([N:15]1[C:23](=[O:24])[C:22]2[C:17](=[CH:18][CH:19]=[CH:20][CH:21]=2)[C:16]1=[O:25])[CH3:14].C1(P(C2C=CC=CC=2)C2C=CC=CC=2)C=CC=CC=1.CC(OC(/N=N/C(OC(C)C)=O)=O)C. Product: [Cl:1][C:2]1[CH:7]=[CH:6][CH:5]=[C:4]([Cl:8])[C:3]=1[O:9][CH2:11][CH2:12][C@H:13]([N:15]1[C:23](=[O:24])[C:22]2[C:17](=[CH:18][CH:19]=[CH:20][CH:21]=2)[C:16]1=[O:25])[CH3:14]. The catalyst class is: 1. (4) Reactant: [CH3:1][CH2:2][O:3][C:4]1[CH:5]=[CH:6][C:7]([NH2:10])=[CH:8][CH:9]=1.C(N(CC)CC)C.Br[C:19]1[C:20]2[N:21]([C:26]([F:29])=[CH:27][N:28]=2)[N:22]=[C:23]([Cl:25])[CH:24]=1. Product: [Cl:25][C:23]1[CH:24]=[C:19]([NH:10][C:7]2[CH:8]=[CH:9][C:4]([O:3][CH2:2][CH3:1])=[CH:5][CH:6]=2)[C:20]2[N:21]([C:26]([F:29])=[CH:27][N:28]=2)[N:22]=1. The catalyst class is: 14. (5) Reactant: [Br:1][C:2]([CH3:7])([CH3:6])[C:3](Br)=[O:4].C(N(CC)CC)C.[N:15]([CH2:18][CH2:19][O:20][CH2:21][CH2:22][O:23][CH2:24][CH2:25][OH:26])=[N+:16]=[N-:17]. Product: [N:15]([CH2:18][CH2:19][O:20][CH2:21][CH2:22][O:23][CH2:24][CH2:25][O:26][C:3](=[O:4])[C:2]([Br:1])([CH3:7])[CH3:6])=[N+:16]=[N-:17]. The catalyst class is: 1. (6) Product: [CH3:1][C:2]1[CH:15]=[C:14]([N+:16]([O-:18])=[O:17])[CH:13]=[CH:12][C:3]=1[C:4]1[C:6]2[CH2:10][CH2:9][CH2:8][C:7]=2[N:25]=[CH:23][N:24]=1. The catalyst class is: 6. Reactant: [CH3:1][C:2]1[CH:15]=[C:14]([N+:16]([O-:18])=[O:17])[CH:13]=[CH:12][C:3]=1[C:4]([CH:6]1[CH2:10][CH2:9][CH2:8][C:7]1=O)=O.CC(O)=O.[CH:23]([NH2:25])=[NH:24]. (7) Reactant: C(N)(C)C.C([Li])CCC.[C:10]([O:14][C:15]([N:17]1[CH2:22][CH2:21][CH:20]([C:23]#[N:24])[CH2:19][CH2:18]1)=[O:16])([CH3:13])([CH3:12])[CH3:11].[Cl:25][C:26]1[CH:33]=[CH:32][C:29]([CH2:30]Cl)=[CH:28][CH:27]=1. Product: [C:10]([O:14][C:15]([N:17]1[CH2:22][CH2:21][C:20]([CH2:30][C:29]2[CH:32]=[CH:33][C:26]([Cl:25])=[CH:27][CH:28]=2)([C:23]#[N:24])[CH2:19][CH2:18]1)=[O:16])([CH3:13])([CH3:11])[CH3:12]. The catalyst class is: 20. (8) Product: [CH3:16][O:5][C:4](=[O:6])[C:3]1[CH:7]=[CH:8][CH:9]=[C:10]([Cl:11])[C:2]=1[Br:1]. The catalyst class is: 59. Reactant: [Br:1][C:2]1[C:10]([Cl:11])=[CH:9][CH:8]=[CH:7][C:3]=1[C:4]([OH:6])=[O:5].S(Cl)(Cl)=O.[CH3:16]O. (9) Reactant: CS(O[CH2:6][C@@H:7]1[O:11][C:10](=[O:12])[N:9]([C:13]2[CH:18]=[C:17]([F:19])[C:16]([N:20]3[CH2:25][CH2:24][Si:23]([CH3:27])([CH3:26])[CH2:22][CH2:21]3)=[C:15]([F:28])[CH:14]=2)[CH2:8]1)(=O)=O.[N-:29]=[N+:30]=[N-:31].[Na+].O. Product: [N:29]([CH2:6][C@@H:7]1[O:11][C:10](=[O:12])[N:9]([C:13]2[CH:18]=[C:17]([F:19])[C:16]([N:20]3[CH2:21][CH2:22][Si:23]([CH3:26])([CH3:27])[CH2:24][CH2:25]3)=[C:15]([F:28])[CH:14]=2)[CH2:8]1)=[N+:30]=[N-:31]. The catalyst class is: 3.